From a dataset of Reaction yield outcomes from USPTO patents with 853,638 reactions. Predict the reaction yield, written as a fraction of the theoretical maximum amount of product (1.0 means a 100% yield; for example, 0.34 means a 34% yield). (1) The reactants are CO.[SH:3][CH2:4][CH2:5][CH2:6][CH2:7][CH2:8][CH2:9][CH2:10][CH2:11][CH2:12][CH2:13][CH2:14][C:15]([OH:17])=[O:16].C[O-].[CH3:20][O:21][C:22]1[CH:42]=[CH:41][C:25]([CH2:26][S:27][CH2:28][CH2:29][CH2:30][CH2:31][CH2:32][CH2:33][CH2:34][CH2:35][CH2:36][CH2:37][CH2:38][CH2:39]Br)=[CH:24][CH:23]=1. The catalyst is CCOC(C)=O.C(O)(=O)C. The product is [CH3:20][O:21][C:22]1[CH:42]=[CH:41][C:25]([CH2:26][S:27][CH2:28][CH2:29][CH2:30][CH2:31][CH2:32][CH2:33][CH2:34][CH2:35][CH2:36][CH2:37][CH2:38][CH2:39][S:3][CH2:4][CH2:5][CH2:6][CH2:7][CH2:8][CH2:9][CH2:10][CH2:11][CH2:12][CH2:13][CH2:14][C:15]([OH:17])=[O:16])=[CH:24][CH:23]=1. The yield is 0.490. (2) The reactants are C[Si]([N-][Si](C)(C)C)(C)C.[Li+].F[C:12]1[C:13]([C:18]2[NH:27][C:26](=[O:28])[C:25]3[C:20](=[CH:21][C:22]([O:31][CH3:32])=[CH:23][C:24]=3[O:29][CH3:30])[N:19]=2)=[N:14][CH:15]=[CH:16][CH:17]=1.[NH2:33][CH:34]1[CH2:39][CH2:38][N:37]([C:40](=[O:44])[CH:41]([CH3:43])[CH3:42])[CH2:36][CH2:35]1. The catalyst is C1COCC1.[NH4+].[Cl-]. The product is [C:40]([N:37]1[CH2:36][CH2:35][CH:34]([NH:33][C:12]2[C:13]([C:18]3[NH:27][C:26](=[O:28])[C:25]4[C:20](=[CH:21][C:22]([O:31][CH3:32])=[CH:23][C:24]=4[O:29][CH3:30])[N:19]=3)=[N:14][CH:15]=[CH:16][CH:17]=2)[CH2:39][CH2:38]1)(=[O:44])[CH:41]([CH3:43])[CH3:42]. The yield is 0.160. (3) The product is [CH2:26]([O:25][C:23](=[O:24])[CH2:22][N:20]1[CH:21]=[C:17]([C@H:4]([NH:3][C:39](=[O:40])[CH2:38][C:35]2[CH:36]=[CH:37][C:32]([C:28]([CH3:30])([CH3:29])[CH3:31])=[CH:33][CH:34]=2)[C:5]2[CH:10]=[CH:9][C:8]([O:11][CH2:12][C:13]([F:16])([F:14])[F:15])=[CH:7][N:6]=2)[N:18]=[N:19]1)[CH3:27]. The catalyst is O.C(Cl)Cl. The yield is 0.460. The reactants are [Cl-].[Cl-].[NH3+:3][C@@H:4]([C:17]1[N:18]=[N:19][N:20]([CH2:22][C:23]([O:25][CH2:26][CH3:27])=[O:24])[CH:21]=1)[C:5]1[CH:10]=[CH:9][C:8]([O:11][CH2:12][C:13]([F:16])([F:15])[F:14])=[CH:7][NH+:6]=1.[C:28]([C:32]1[CH:37]=[CH:36][C:35]([CH2:38][C:39](O)=[O:40])=[CH:34][CH:33]=1)([CH3:31])([CH3:30])[CH3:29].Cl.CN(C)CCCN=C=NCC.ON1C2N=CC=CC=2N=N1.C(N(C(C)C)CC)(C)C. (4) The reactants are [CH:1]1[C:13]2[CH:12]([CH2:14][O:15]C(Cl)=O)[C:11]3[C:6](=[CH:7][CH:8]=[CH:9][CH:10]=3)[C:5]=2[CH:4]=[CH:3][CH:2]=1.[NH2:19][C@H:20]1[CH2:43][CH2:42][C@@:41]2([CH3:44])[C@H:22]([CH2:23][C@@H:24]([OH:47])[C@@H:25]3[C@@H:40]2[CH2:39][C@H:38]([OH:45])[C@@:37]2([CH3:46])[C@H:26]3[CH2:27][CH2:28][C@@H:29]2[C@H:30]([CH3:36])[CH2:31][CH2:32][C:33]([OH:35])=[O:34])[CH2:21]1.O. The catalyst is O1CCOCC1.C([O-])([O-])=O.[Na+].[Na+]. The product is [CH:1]1[C:13]2[CH:12]([CH2:14][O:15][NH:19][C@H:20]3[CH2:43][CH2:42][C@@:41]4([CH3:44])[C@H:22]([CH2:23][C@@H:24]([OH:47])[C@@H:25]5[C@@H:40]4[CH2:39][C@H:38]([OH:45])[C@@:37]4([CH3:46])[C@H:26]5[CH2:27][CH2:28][C@@H:29]4[C@H:30]([CH3:36])[CH2:31][CH2:32][C:33]([OH:35])=[O:34])[CH2:21]3)[C:11]3[C:6](=[CH:7][CH:8]=[CH:9][CH:10]=3)[C:5]=2[CH:4]=[CH:3][CH:2]=1. The yield is 0.710. (5) The reactants are [NH2:1][C:2]1[C:7]2[O:8][CH2:9][C:10](=[O:12])[NH:11][C:6]=2[CH:5]=[C:4](Cl)[CH:3]=1.C(N(CC)CC)C. The catalyst is [Pd].CO. The product is [NH2:1][C:2]1[C:7]2[O:8][CH2:9][C:10](=[O:12])[NH:11][C:6]=2[CH:5]=[CH:4][CH:3]=1. The yield is 0.640. (6) The reactants are C(=O)(OC)[O:2][C:3]1[CH:8]=[C:7]([N+:9]([O-:11])=[O:10])[C:6]([F:12])=[CH:5][C:4]=1[C:13]([CH3:16])([CH3:15])[CH3:14].N1CCCCC1. The catalyst is C(Cl)Cl. The product is [C:13]([C:4]1[CH:5]=[C:6]([F:12])[C:7]([N+:9]([O-:11])=[O:10])=[CH:8][C:3]=1[OH:2])([CH3:16])([CH3:14])[CH3:15]. The yield is 0.620.